From a dataset of Full USPTO retrosynthesis dataset with 1.9M reactions from patents (1976-2016). Predict the reactants needed to synthesize the given product. (1) Given the product [CH2:1]([O:8][C:9]1[CH:14]=[CH:13][C:12]([O:15][C:16]2[C:24]([CH3:25])=[CH:23][C:22]([N+:26]([O-:28])=[O:27])=[C:21]3[C:17]=2[CH2:18][CH2:19][CH2:20]3)=[CH:11][C:10]=1[CH2:29][Cl:33])[C:2]1[CH:7]=[CH:6][CH:5]=[CH:4][CH:3]=1, predict the reactants needed to synthesize it. The reactants are: [CH2:1]([O:8][C:9]1[CH:14]=[CH:13][C:12]([O:15][C:16]2[C:24]([CH3:25])=[CH:23][C:22]([N+:26]([O-:28])=[O:27])=[C:21]3[C:17]=2[CH2:18][CH2:19][CH2:20]3)=[CH:11][C:10]=1[CH2:29]O)[C:2]1[CH:7]=[CH:6][CH:5]=[CH:4][CH:3]=1.S(Cl)([Cl:33])=O. (2) Given the product [CH:28]([N:16]1[C:15](=[O:31])[C:14]2[N:8]3[CH2:7][CH2:6][C:5]4[CH:4]=[C:3]([O:37][CH3:38])[C:2]([C:41]5[CH:40]=[N:39][CH:44]=[CH:43][CH:42]=5)=[CH:11][C:10]=4[C:9]3=[C:12]([C:32]3[S:33][CH:34]=[CH:35][CH:36]=3)[C:13]=2[CH2:20][N:19]([C:21]([O:23][C:24]([CH3:27])([CH3:26])[CH3:25])=[O:22])[CH2:18][CH2:17]1)([CH3:30])[CH3:29], predict the reactants needed to synthesize it. The reactants are: Br[C:2]1[C:3]([O:37][CH3:38])=[CH:4][C:5]2[CH2:6][CH2:7][N:8]3[C:14]4[C:15](=[O:31])[N:16]([CH:28]([CH3:30])[CH3:29])[CH2:17][CH2:18][N:19]([C:21]([O:23][C:24]([CH3:27])([CH3:26])[CH3:25])=[O:22])[CH2:20][C:13]=4[C:12]([C:32]4[S:33][CH:34]=[CH:35][CH:36]=4)=[C:9]3[C:10]=2[CH:11]=1.[N:39]1[CH:44]=[CH:43][CH:42]=[C:41](B(O)O)[CH:40]=1.C([O-])([O-])=O.[K+].[K+].